This data is from Reaction yield outcomes from USPTO patents with 853,638 reactions. The task is: Predict the reaction yield, written as a fraction of the theoretical maximum amount of product (1.0 means a 100% yield; for example, 0.34 means a 34% yield). (1) The reactants are [NH2:1][C@H:2]([C:7](=[O:9])[NH2:8])[CH2:3][C:4]([OH:6])=[O:5].O.C(=O)(O)[O-].[C:15](O)(=[O:26])[C:16]1[CH:25]=[CH:24][C:23]2[C:18](=[CH:19][CH:20]=[CH:21][CH:22]=2)[N:17]=1.Cl. The catalyst is COCCOC.CN(C)C=O. The product is [N:17]1[C:18]2[C:23](=[CH:22][CH:21]=[CH:20][CH:19]=2)[CH:24]=[CH:25][C:16]=1[C:15]([NH:1][C@H:2]([C:7](=[O:9])[NH2:8])[CH2:3][C:4]([OH:6])=[O:5])=[O:26]. The yield is 0.700. (2) The reactants are CS(O)(=O)=O.[F:6][C:7]1[CH:8]=[C:9]2[CH:14]3[CH:15]([N:17]=[C:18]([CH2:19][N:20]4[CH2:25][CH2:24][CH:23]([C:26]5[CH:31]=[CH:30][C:29]([F:32])=[CH:28][CH:27]=5)[CH2:22][CH2:21]4)[N:13]3C[CH2:11][C:10]2=O)[CH:16]=1.[N-:34]=[N+]=[N-].[Na+].[C:38](=[O:41])(O)[O-].[Na+]. No catalyst specified. The product is [F:6][C:7]1[C:16]2[C:14]3[N:13]([C:18]([CH2:19][N:20]4[CH2:21][CH2:22][CH:23]([C:26]5[CH:31]=[CH:30][C:29]([F:32])=[CH:28][CH:27]=5)[CH2:24][CH2:25]4)=[N:17][CH:15]=2)[CH2:11][CH2:10][C:9]=3[NH:34][C:38](=[O:41])[CH:8]=1. The yield is 0.380. (3) The reactants are Cl[CH2:2][C:3]1[N:7]([CH3:8])[C:6]2[CH:9]=[C:10]([F:14])[CH:11]=[C:12]([F:13])[C:5]=2[N:4]=1.[CH3:15][Si:16]([CH3:21])([CH3:20])[C:17]#[C:18][CH3:19]. No catalyst specified. The product is [F:13][C:12]1[C:5]2[N:4]=[C:3]([CH2:2][CH2:19][C:18]#[C:17][Si:16]([CH3:21])([CH3:20])[CH3:15])[N:7]([CH3:8])[C:6]=2[CH:9]=[C:10]([F:14])[CH:11]=1. The yield is 0.910. (4) The yield is 0.500. The reactants are Br[C:2]1[S:6][C:5]([NH:7][C:8]([NH:10][C:11]2[C:16]([Cl:17])=[CH:15][CH:14]=[CH:13][C:12]=2[Cl:18])=[O:9])=[C:4]([C:19]([O:21][C:22]([CH3:25])([CH3:24])[CH3:23])=[O:20])[CH:3]=1.[CH3:26][O:27][C:28]1[CH:29]=[C:30](B(O)O)[CH:31]=[CH:32][CH:33]=1.C([O-])([O-])=O.[Na+].[Na+]. The catalyst is COCCOC.Cl[Pd](Cl)([P](C1C=CC=CC=1)(C1C=CC=CC=1)C1C=CC=CC=1)[P](C1C=CC=CC=1)(C1C=CC=CC=1)C1C=CC=CC=1. The product is [Cl:18][C:12]1[CH:13]=[CH:14][CH:15]=[C:16]([Cl:17])[C:11]=1[NH:10][C:8]([NH:7][C:5]1[S:6][C:2]([C:32]2[CH:31]=[CH:30][CH:29]=[C:28]([O:27][CH3:26])[CH:33]=2)=[CH:3][C:4]=1[C:19]([O:21][C:22]([CH3:25])([CH3:24])[CH3:23])=[O:20])=[O:9]. (5) The reactants are [CH3:1][O:2][C:3]1[CH:4]=[CH:5][C:6]([CH2:11][C@@H:12]2[C@@H:17]([CH2:18][C:19]3[CH:20]=[CH:21][C:22]([OH:27])=[C:23]([O:25][CH3:26])[CH:24]=3)[C:15](=[O:16])[O:14][CH2:13]2)=[CH:7][C:8]=1[O:9][CH3:10].[C:28]([OH:38])(=[O:37])[CH2:29][CH2:30][CH2:31][CH2:32][CH2:33][CH2:34][CH2:35][CH3:36].O. The catalyst is CN(C1C=CN=CC=1)C.C(Cl)(Cl)Cl. The product is [CH3:1][O:2][C:3]1[CH:4]=[CH:5][C:6]([CH2:11][C@@H:12]2[C@@H:17]([CH2:18][C:19]3[CH:20]=[CH:21][C:22]([OH:27])=[C:23]([O:25][CH3:26])[CH:24]=3)[C:15](=[O:16])[O:14][CH2:13]2)=[CH:7][C:8]=1[O:9][CH3:10].[C:28]([O-:38])(=[O:37])[CH2:29][CH2:30][CH2:31][CH2:32][CH2:33][CH2:34][CH2:35][CH3:36]. The yield is 0.587. (6) The reactants are [C:1]([O-:4])([OH:3])=O.[Na+].[NH2:6][C@@H:7]([C:12]1[CH:17]=[CH:16][CH:15]=[CH:14][CH:13]=1)[C:8]([O:10][CH3:11])=[O:9].[CH3:18]COC(C)=O.CCC[CH2:27][CH2:28][CH3:29]. The catalyst is CCO. The product is [C:28]([O:3][C:1]([NH:6][C@H:7]([C:12]1[CH:17]=[CH:16][CH:15]=[CH:14][CH:13]=1)[C:8]([O:10][CH3:11])=[O:9])=[O:4])([CH3:27])([CH3:29])[CH3:18]. The yield is 0.940. (7) The reactants are [F-].C([N+](CCCC)(CCCC)CCCC)CCC.C(O)(=O)C.[C:23]([O:26][CH2:27][C:28]1[CH:45]=[CH:44][C:43]([CH2:46][O:47][Si](C(C)(C)C)(C)C)=[CH:42][C:29]=1[C:30]([O:32][CH2:33][C:34]1[CH:39]=[CH:38][C:37]([O:40][CH3:41])=[CH:36][CH:35]=1)=[O:31])(=[O:25])[CH3:24]. The catalyst is O1CCCC1. The product is [C:23]([O:26][CH2:27][C:28]1[CH:45]=[CH:44][C:43]([CH2:46][OH:47])=[CH:42][C:29]=1[C:30]([O:32][CH2:33][C:34]1[CH:39]=[CH:38][C:37]([O:40][CH3:41])=[CH:36][CH:35]=1)=[O:31])(=[O:25])[CH3:24]. The yield is 0.740. (8) The reactants are [H-].[H-].[H-].[H-].[Li+].[Al+3].[CH3:7][NH:8][C@@H:9]([C:13]1[CH:18]=[CH:17][CH:16]=[CH:15][CH:14]=1)[C:10](O)=[O:11]. The catalyst is C1COCC1. The product is [CH3:7][NH:8][C@@H:9]([C:13]1[CH:18]=[CH:17][CH:16]=[CH:15][CH:14]=1)[CH2:10][OH:11]. The yield is 0.550.